This data is from Catalyst prediction with 721,799 reactions and 888 catalyst types from USPTO. The task is: Predict which catalyst facilitates the given reaction. Reactant: [ClH:1].C(OCC)C.[CH3:7][C:8]1[C:16]([O:17][C@@H:18]2[CH2:23][CH2:22][CH2:21][CH2:20][C@H:19]2[CH2:24][NH2:25])=[CH:15][CH:14]=[C:13]2[C:9]=1[CH:10]=[N:11][NH:12]2. Product: [ClH:1].[CH3:7][C:8]1[C:16]([O:17][C@@H:18]2[CH2:23][CH2:22][CH2:21][CH2:20][C@H:19]2[CH2:24][NH2:25])=[CH:15][CH:14]=[C:13]2[C:9]=1[CH:10]=[N:11][NH:12]2. The catalyst class is: 41.